Dataset: Forward reaction prediction with 1.9M reactions from USPTO patents (1976-2016). Task: Predict the product of the given reaction. (1) Given the reactants B1(C)OC(C2C=CC=CC=2)(C2C=CC=CC=2)[C@H]2N1CCC2.CSC.B.[CH3:26][C:27]1[CH:32]=[CH:31][CH:30]=[CH:29][C:28]=1[C:33](=[O:35])[CH3:34], predict the reaction product. The product is: [C:27]1([CH3:26])[CH:32]=[CH:31][CH:30]=[CH:29][C:28]=1[C@H:33]([OH:35])[CH3:34]. (2) The product is: [Br:11][C:7]1[CH:8]=[C:9]2[O:1][C:2](=[O:10])[NH:3][C:4]2=[N:5][CH:6]=1. Given the reactants [O:1]1[C:9]2[C:4](=[N:5][CH:6]=[CH:7][CH:8]=2)[NH:3][C:2]1=[O:10].[Br:11]Br, predict the reaction product. (3) Given the reactants [H-].[Na+].[CH2:3]([OH:6])[CH:4]=[CH2:5].Cl[C:8]1[C:17]2[C:12](=[CH:13][C:14]([O:18][CH3:19])=[CH:15][CH:16]=2)[C:11]([C:20]2[CH:25]=[CH:24][CH:23]=[CH:22][CH:21]=2)=[C:10]([C:26]#[N:27])[N:9]=1, predict the reaction product. The product is: [CH2:3]([O:6][C:8]1[C:17]2[C:12](=[CH:13][C:14]([O:18][CH3:19])=[CH:15][CH:16]=2)[C:11]([C:20]2[CH:25]=[CH:24][CH:23]=[CH:22][CH:21]=2)=[C:10]([C:26]#[N:27])[N:9]=1)[CH:4]=[CH2:5]. (4) Given the reactants Cl.[C:2]([NH:6][OH:7])([CH3:5])([CH3:4])[CH3:3].[CH3:8][N:9]([C:21]1[CH:26]=[CH:25][CH:24]=[CH:23][CH:22]=1)[S:10]([C:13]1[CH:20]=[CH:19][C:16]([CH:17]=O)=[CH:15][CH:14]=1)(=[O:12])=[O:11], predict the reaction product. The product is: [C:2]([N+:6]([O-:7])=[CH:17][C:16]1[CH:15]=[CH:14][C:13]([S:10](=[O:12])(=[O:11])[N:9]([CH3:8])[C:21]2[CH:26]=[CH:25][CH:24]=[CH:23][CH:22]=2)=[CH:20][CH:19]=1)([CH3:5])([CH3:4])[CH3:3]. (5) Given the reactants [F:1][C:2]1[CH:10]=[CH:9][C:8]2[NH:7][C:6]3[CH2:11][CH2:12][NH:13][C:14](=[O:15])[C:5]=3[C:4]=2[CH:3]=1.Br[CH2:17][C:18]1[CH:27]=[CH:26][C:21]([C:22]([O:24][CH3:25])=[O:23])=[CH:20][CH:19]=1.C(=O)([O-])[O-].[Cs+].[Cs+], predict the reaction product. The product is: [F:1][C:2]1[CH:10]=[CH:9][C:8]2[N:7]([CH2:17][C:18]3[CH:27]=[CH:26][C:21]([C:22]([O:24][CH3:25])=[O:23])=[CH:20][CH:19]=3)[C:6]3[CH2:11][CH2:12][NH:13][C:14](=[O:15])[C:5]=3[C:4]=2[CH:3]=1. (6) Given the reactants [Mg].CN(C)P(N(C)C)(N(C)C)=O.Cl[C:14]1[CH:19]=[CH:18][CH:17]=[CH:16][C:15]=1Cl.II.Cl[Si:24]([CH3:27])([CH3:26])[CH3:25].C([O-])(O)=O.[Na+], predict the reaction product. The product is: [CH3:25][Si:24]([CH3:27])([CH3:26])[C:14]1[CH:19]=[CH:18][CH:17]=[CH:16][C:15]=1[Si:24]([CH3:27])([CH3:26])[CH3:25]. (7) Given the reactants [Cl:1][C:2]1[CH:3]=[C:4](/[C:12](=[N:16]\[O:17][CH:18]2[CH2:22][CH2:21][CH2:20][CH2:19]2)/[C:13]([OH:15])=O)[CH:5]=[CH:6][C:7]=1[S:8]([CH3:11])(=[O:10])=[O:9].[CH3:23][N:24]1[CH:28]=[CH:27][C:26]([NH2:29])=[N:25]1.C(N(CC)C(C)C)(C)C, predict the reaction product. The product is: [Cl:1][C:2]1[CH:3]=[C:4](/[C:12](=[N:16]\[O:17][CH:18]2[CH2:22][CH2:21][CH2:20][CH2:19]2)/[C:13]([NH:29][C:26]2[CH:27]=[CH:28][N:24]([CH3:23])[N:25]=2)=[O:15])[CH:5]=[CH:6][C:7]=1[S:8]([CH3:11])(=[O:9])=[O:10].